Dataset: Full USPTO retrosynthesis dataset with 1.9M reactions from patents (1976-2016). Task: Predict the reactants needed to synthesize the given product. Given the product [CH3:25][N:26]([CH3:32])[C@H:27]1[CH2:31][CH2:30][N:29]([CH2:6][CH2:7][C:8]2[O:9][C:10]3[CH:16]=[CH:15][C:14]([C:17]4[CH:22]=[CH:21][C:20]([C:23]#[N:24])=[CH:19][CH:18]=4)=[CH:13][C:11]=3[CH:12]=2)[CH2:28]1, predict the reactants needed to synthesize it. The reactants are: CS(O[CH2:6][CH2:7][C:8]1[O:9][C:10]2[CH:16]=[CH:15][C:14]([C:17]3[CH:22]=[CH:21][C:20]([C:23]#[N:24])=[CH:19][CH:18]=3)=[CH:13][C:11]=2[CH:12]=1)(=O)=O.[CH3:25][N:26]([CH3:32])[C@H:27]1[CH2:31][CH2:30][NH:29][CH2:28]1.